Dataset: Full USPTO retrosynthesis dataset with 1.9M reactions from patents (1976-2016). Task: Predict the reactants needed to synthesize the given product. Given the product [Cl:10][C:11]1[CH:12]=[C:13]([NH:18][C:19]2[C:28]3[C:23](=[CH:24][CH:25]=[CH:26][C:27]=3[O:29][CH2:30][C@H:31]([N:33]([CH3:37])[C:34](=[O:36])[CH3:35])[CH3:32])[N:22]=[CH:21][N:20]=2)[CH:14]=[CH:15][C:16]=1[O:17][CH2:8][C:3]1[CH:4]=[CH:5][CH:6]=[CH:7][N:2]=1, predict the reactants needed to synthesize it. The reactants are: Cl.[N:2]1[CH:7]=[CH:6][CH:5]=[CH:4][C:3]=1[CH2:8]Cl.[Cl:10][C:11]1[CH:12]=[C:13]([NH:18][C:19]2[C:28]3[C:23](=[CH:24][CH:25]=[CH:26][C:27]=3[O:29][CH2:30][C@H:31]([N:33]([CH3:37])[C:34](=[O:36])[CH3:35])[CH3:32])[N:22]=[CH:21][N:20]=2)[CH:14]=[CH:15][C:16]=1[OH:17].